From a dataset of Full USPTO retrosynthesis dataset with 1.9M reactions from patents (1976-2016). Predict the reactants needed to synthesize the given product. (1) Given the product [N:31]1[C:30]2[C:25](=[N:26][CH:27]=[CH:28][CH:29]=2)[S:24][C:23]=1[O:1][C:2]1[CH:3]=[CH:4][C:5]([O:6][CH2:7][CH2:8][N:9]2[CH2:10][CH2:11][CH:12]([C:15]([OH:17])=[O:16])[CH2:13][CH2:14]2)=[CH:20][CH:21]=1, predict the reactants needed to synthesize it. The reactants are: [OH:1][C:2]1[CH:21]=[CH:20][C:5]([O:6][CH2:7][CH2:8][N:9]2[CH2:14][CH2:13][CH:12]([C:15]([O:17]CC)=[O:16])[CH2:11][CH2:10]2)=[CH:4][CH:3]=1.Cl[C:23]1[S:24][C:25]2[C:30]([N:31]=1)=[CH:29][CH:28]=[CH:27][N:26]=2.C([O-])([O-])=O.[Cs+].[Cs+].[OH-].[K+]. (2) Given the product [CH:1]1([C:4]2[CH:9]=[CH:8][C:7]([CH2:10][C:11]([OH:13])=[O:12])=[CH:6][CH:5]=2)[CH2:2][CH2:3]1, predict the reactants needed to synthesize it. The reactants are: [CH:1]1([C:4]2[CH:9]=[CH:8][C:7]([CH2:10][C:11]([O:13]C)=[O:12])=[CH:6][CH:5]=2)[CH2:3][CH2:2]1.CO.[OH-].[Na+].